From a dataset of Forward reaction prediction with 1.9M reactions from USPTO patents (1976-2016). Predict the product of the given reaction. The product is: [CH2:1]([NH:4][C:5]1[N:10]=[C:9]([NH:11][CH2:12][CH2:13][CH3:14])[N:8]=[C:7]([N:23]([CH:20]([CH3:22])[CH3:21])[OH:24])[N:6]=1)[CH2:2][CH3:3]. Given the reactants [CH2:1]([NH:4][C:5]1[N:10]=[C:9]([NH:11][CH2:12][CH2:13][CH3:14])[N:8]=[C:7](N(C)OC)[N:6]=1)[CH2:2][CH3:3].Cl.[CH:20]([NH:23][OH:24])([CH3:22])[CH3:21], predict the reaction product.